Predict the reaction yield, written as a fraction of the theoretical maximum amount of product (1.0 means a 100% yield; for example, 0.34 means a 34% yield). From a dataset of Reaction yield outcomes from USPTO patents with 853,638 reactions. (1) The reactants are FC(F)(F)S(O[C:7]1[C:15]2[C:10](=[CH:11][N:12]=[CH:13][CH:14]=2)[O:9][C:8]=1[C:16]1[N:21]=[C:20]([N:22]2[CH2:27][CH2:26][O:25][CH2:24][CH2:23]2)[CH:19]=[CH:18][N:17]=1)(=O)=O.[Si:30]([O:37][N:38]=[C:39]1[C:47]2[C:42](=[CH:43][C:44]([NH2:48])=[CH:45][CH:46]=2)[CH2:41][CH2:40]1)([C:33]([CH3:36])([CH3:35])[CH3:34])([CH3:32])[CH3:31]. No catalyst specified. The product is [Si:30]([O:37]/[N:38]=[C:39]1\[CH2:40][CH2:41][C:42]2[C:47]\1=[CH:46][CH:45]=[C:44]([NH:48][C:7]1[C:15]3[C:10](=[CH:11][N:12]=[CH:13][CH:14]=3)[O:9][C:8]=1[C:16]1[N:21]=[C:20]([N:22]3[CH2:27][CH2:26][O:25][CH2:24][CH2:23]3)[CH:19]=[CH:18][N:17]=1)[CH:43]=2)([C:33]([CH3:36])([CH3:35])[CH3:34])([CH3:32])[CH3:31]. The yield is 0.370. (2) The reactants are [CH2:1]([N:8]([CH3:30])[C:9]1[C:10]([C:23]2[CH:28]=[CH:27][C:26]([F:29])=[CH:25][CH:24]=2)=[N:11][C:12]2[C:17]([N:18]=1)=[CH:16][C:15]([C:19]([O:21]C)=[O:20])=[CH:14][CH:13]=2)[C:2]1[CH:7]=[CH:6][CH:5]=[CH:4][CH:3]=1.[OH-].[Na+].Cl. The catalyst is CO.O. The product is [CH2:1]([N:8]([CH3:30])[C:9]1[C:10]([C:23]2[CH:24]=[CH:25][C:26]([F:29])=[CH:27][CH:28]=2)=[N:11][C:12]2[C:17]([N:18]=1)=[CH:16][C:15]([C:19]([OH:21])=[O:20])=[CH:14][CH:13]=2)[C:2]1[CH:3]=[CH:4][CH:5]=[CH:6][CH:7]=1. The yield is 0.610. (3) The reactants are [Cl:1][C:2]1[C:3]([O:18][C:19]2[CH:24]=[CH:23][N:22]=[C:21]([C:25]3[CH:26]=[N:27][N:28]([CH3:30])[CH:29]=3)[CH:20]=2)=[CH:4][C:5]([F:17])=[C:6]([NH:8][C:9]([N:11]2[CH2:15][CH2:14][NH:13][C:12]2=[O:16])=[O:10])[CH:7]=1.[H-].[Na+].[C:33]([CH:37]1[CH2:39][O:38]1)([CH3:36])([CH3:35])[CH3:34].O. The catalyst is CN(C=O)C. The product is [Cl:1][C:2]1[C:3]([O:18][C:19]2[CH:24]=[CH:23][N:22]=[C:21]([C:25]3[CH:26]=[N:27][N:28]([CH3:30])[CH:29]=3)[CH:20]=2)=[CH:4][C:5]([F:17])=[C:6]([NH:8][C:9]([N:11]2[CH2:15][CH2:14][N:13]([CH2:39][CH:37]([OH:38])[C:33]([CH3:36])([CH3:35])[CH3:34])[C:12]2=[O:16])=[O:10])[CH:7]=1. The yield is 0.0750. (4) The yield is 0.640. The product is [CH2:48]([O:50][CH:51]([O:54][CH2:55][CH3:56])[CH2:52][NH:53][C:32]([C:3]1[CH:4]=[CH:5][C:6]2[N:7]([C:15]3[CH:20]=[N:19][C:18]([NH:21][C:22](=[O:31])[C:23]4[C:28]([F:29])=[CH:27][CH:26]=[CH:25][C:24]=4[F:30])=[CH:17][N:16]=3)[C:8]([C:11]([F:14])([F:13])[F:12])=[N:9][C:10]=2[CH:2]=1)=[O:33])[CH3:49]. The reactants are C[C:2]1[C:10]2[N:9]=[C:8]([C:11]([F:14])([F:13])[F:12])[N:7]([C:15]3[CH:20]=[N:19][C:18]([NH:21][C:22](=[O:31])[C:23]4[C:28]([F:29])=[CH:27][CH:26]=[CH:25][C:24]=4[F:30])=[CH:17][N:16]=3)[C:6]=2[CH:5]=[CH:4][C:3]=1[C:32](O)=[O:33].C(Cl)(=O)C(Cl)=O.CCN(CC)CC.[CH2:48]([O:50][CH:51]([O:54][CH2:55][CH3:56])[CH2:52][NH2:53])[CH3:49]. The catalyst is C(Cl)Cl.CN(C=O)C. (5) The reactants are [CH3:1][C@H:2]1[C@@H:7]([N:8]([C:10]2[N:18]=[CH:17][N:16]=[C:15]3[C:11]=2[CH:12]=[CH:13][NH:14]3)[CH3:9])[CH2:6][N:5]([C:19]([CH2:21][C:22]#[N:23])=[O:20])[CH2:4][CH2:3]1.Cl.O.[C:26]([OH:38])(=[O:37])[CH2:27][C:28]([CH2:33][C:34]([OH:36])=[O:35])([C:30]([OH:32])=[O:31])[OH:29].C([O-])(=O)C.[K+]. The catalyst is O. The product is [CH3:1][C@H:2]1[C@@H:7]([N:8]([C:10]2[N:18]=[CH:17][N:16]=[C:15]3[C:11]=2[CH:12]=[CH:13][NH:14]3)[CH3:9])[CH2:6][N:5]([C:19]([CH2:21][C:22]#[N:23])=[O:20])[CH2:4][CH2:3]1.[CH2:33]([C:28]([OH:29])([C:30]([OH:32])=[O:31])[CH2:27][C:26]([OH:38])=[O:37])[C:34]([OH:36])=[O:35]. The yield is 0.930. (6) The reactants are NO.CC[N:5]([CH2:8][CH3:9])[CH2:6]C.[C:10]1([CH3:20])[CH:15]=[CH:14][C:13]([S:16](Cl)(=[O:18])=[O:17])=[CH:12][CH:11]=1.CS(Cl)(=O)=O.[Na+].[Cl-]. The catalyst is C(Cl)Cl.O. The product is [CH3:11][C:10]([C@:8]1([CH3:9])[CH2:6][N:5]1[S:16]([C:13]1[CH:14]=[CH:15][C:10]([CH3:20])=[CH:11][CH:12]=1)(=[O:18])=[O:17])([CH3:20])[CH3:15]. The yield is 0.580. (7) The reactants are [F:1][C:2]1[CH:7]=[CH:6][C:5]([C:8]2[N:9]=[C:10]3[CH:15]=[CH:14][CH:13]=[N:12][N:11]3[C:16]=2[C:17]2[CH:22]=[CH:21][N:20]=[C:19]([NH2:23])[CH:18]=2)=[CH:4][C:3]=1[CH3:24].C(N(CC)CC)C.[F:32][C:33]1[CH:41]=[CH:40][C:36]([C:37](Cl)=[O:38])=[CH:35][CH:34]=1.C(=O)([O-])O.[Na+]. The catalyst is O1CCCC1. The product is [F:32][C:33]1[CH:41]=[CH:40][C:36]([C:37]([NH:23][C:19]2[CH:18]=[C:17]([C:16]3[N:11]4[N:12]=[CH:13][CH:14]=[CH:15][C:10]4=[N:9][C:8]=3[C:5]3[CH:6]=[CH:7][C:2]([F:1])=[C:3]([CH3:24])[CH:4]=3)[CH:22]=[CH:21][N:20]=2)=[O:38])=[CH:35][CH:34]=1. The yield is 0.820.